This data is from Forward reaction prediction with 1.9M reactions from USPTO patents (1976-2016). The task is: Predict the product of the given reaction. (1) Given the reactants [Cl:1][C:2]1[CH:7]=[CH:6][C:5]([CH2:8][NH:9][C:10]([C:12]2[N:13]=[CH:14][N:15](C(C3C=CC=CC=3)(C3C=CC=CC=3)C3C=CC=CC=3)[CH:16]=2)=[O:11])=[C:4]([F:36])[C:3]=1[O:37][C:38]1[CH:43]=[C:42]([C:44]#[N:45])[CH:41]=[C:40]([Cl:46])[CH:39]=1.[C:47]([OH:53])([C:49]([F:52])([F:51])[F:50])=[O:48], predict the reaction product. The product is: [F:50][C:49]([F:52])([F:51])[C:47]([OH:53])=[O:48].[Cl:1][C:2]1[CH:7]=[CH:6][C:5]([CH2:8][NH:9][C:10]([C:12]2[N:13]=[CH:14][NH:15][CH:16]=2)=[O:11])=[C:4]([F:36])[C:3]=1[O:37][C:38]1[CH:43]=[C:42]([C:44]#[N:45])[CH:41]=[C:40]([Cl:46])[CH:39]=1. (2) Given the reactants [CH2:1]([C:5]1[NH:6][C:7](=O)[C:8]2[NH:13][N:12]=[C:11]([I:14])[C:9]=2[N:10]=1)[CH2:2][CH2:3][CH3:4].[CH3:16][O:17][C:18]1[CH:23]=[C:22]([O:24][CH3:25])[CH:21]=[CH:20][C:19]=1[CH2:26][NH2:27].N1CCCN2CCCCCC=12.C1CN([P+](ON2N=NC3C2=CC=CC=3)(N2CCCC2)N2CCCC2)CC1.F[P-](F)(F)(F)(F)F, predict the reaction product. The product is: [CH2:1]([C:5]1[N:6]=[C:7]([NH:27][CH2:26][C:19]2[CH:20]=[CH:21][C:22]([O:24][CH3:25])=[CH:23][C:18]=2[O:17][CH3:16])[C:8]2[NH:13][N:12]=[C:11]([I:14])[C:9]=2[N:10]=1)[CH2:2][CH2:3][CH3:4]. (3) The product is: [F:11][C:12]1[CH:17]=[CH:16][CH:15]=[C:14]([F:18])[C:13]=1[C@H:19]1[CH2:21][C@H:20]1[NH:22][C:24]([NH:23][C:27]1[CH:32]=[CH:31][C:30]([C:33]#[N:34])=[CH:29][N:28]=1)=[S:25]. Given the reactants FC1C=CC=C(F)C=1C=O.[F:11][C:12]1[CH:17]=[CH:16][CH:15]=[C:14]([F:18])[C:13]=1[C@H:19]1[CH2:21][C@H:20]1[NH2:22].[N-:23]=[C:24]=[S:25].N[C:27]1[CH:32]=[CH:31][C:30]([C:33]#[N:34])=[CH:29][N:28]=1, predict the reaction product. (4) Given the reactants [CH3:1][C:2]([CH:4]1[CH2:7][CH2:6][CH2:5]1)=[O:3].C[O-].[Na+].[C:11](OC)(=[O:16])[C:12]([O:14][CH3:15])=[O:13], predict the reaction product. The product is: [CH3:15][O:14][C:12](=[O:13])[C:11](=[O:16])[CH2:1][C:2]([CH:4]1[CH2:7][CH2:6][CH2:5]1)=[O:3]. (5) Given the reactants Cl.Cl.[Cl:3][C:4]1[CH:5]=[C:6]([N:10]2[CH2:14][CH2:13][CH:12]([NH2:15])[CH2:11]2)[CH:7]=[CH:8][CH:9]=1.C(N(C(C)C)C(C)C)C.[Cl:25][C:26]1[CH:27]=[C:28]2[C:33](=[CH:34][C:35]=1[O:36][C:37]1[CH:45]=[CH:44][C:40]([C:41](O)=[O:42])=[CH:39][CH:38]=1)[O:32][CH2:31][CH2:30][CH:29]2[C:46]([O:48][CH2:49][CH3:50])=[O:47].Cl.CN(C)CCCN=C=NCC.ON1C2N=CC=CC=2N=N1, predict the reaction product. The product is: [Cl:25][C:26]1[CH:27]=[C:28]2[C:33](=[CH:34][C:35]=1[O:36][C:37]1[CH:45]=[CH:44][C:40]([C:41](=[O:42])[NH:15][CH:12]3[CH2:13][CH2:14][N:10]([C:6]4[CH:7]=[CH:8][CH:9]=[C:4]([Cl:3])[CH:5]=4)[CH2:11]3)=[CH:39][CH:38]=1)[O:32][CH2:31][CH2:30][CH:29]2[C:46]([O:48][CH2:49][CH3:50])=[O:47]. (6) Given the reactants [H-].[Na+].[N:3]1[CH:8]=[CH:7][C:6]([C:9]2[N:13]3[CH2:14][CH2:15][CH2:16][NH:17][C:12]3=[N:11][N:10]=2)=[CH:5][CH:4]=1.Cl[CH:19]([C:21]1[N:25]=[C:24]([C:26]2[CH:31]=[CH:30][CH:29]=[C:28]([Cl:32])[CH:27]=2)[O:23][N:22]=1)[CH3:20].O, predict the reaction product. The product is: [Cl:32][C:28]1[CH:27]=[C:26]([C:24]2[O:23][N:22]=[C:21]([C@@H:19]([N:17]3[CH2:16][CH2:15][CH2:14][N:13]4[C:9]([C:6]5[CH:7]=[CH:8][N:3]=[CH:4][CH:5]=5)=[N:10][N:11]=[C:12]34)[CH3:20])[N:25]=2)[CH:31]=[CH:30][CH:29]=1.